From a dataset of Catalyst prediction with 721,799 reactions and 888 catalyst types from USPTO. Predict which catalyst facilitates the given reaction. (1) Reactant: [CH2:1]([N:8]([CH2:16][C@@H:17]1[CH2:22][CH2:21][C@H:20]([CH2:23][OH:24])[CH2:19][CH2:18]1)[CH2:9][C:10]1[CH:15]=[CH:14][CH:13]=[CH:12][CH:11]=1)[C:2]1[CH:7]=[CH:6][CH:5]=[CH:4][CH:3]=1.[H-].[Na+].Cl[C:28]1[CH:33]=[CH:32][C:31]([N+:34]([O-:36])=[O:35])=[CH:30][N:29]=1. Product: [CH2:1]([N:8]([CH2:9][C:10]1[CH:11]=[CH:12][CH:13]=[CH:14][CH:15]=1)[CH2:16][C@H:17]1[CH2:22][CH2:21][C@@H:20]([CH2:23][O:24][C:28]2[CH:33]=[CH:32][C:31]([N+:34]([O-:36])=[O:35])=[CH:30][N:29]=2)[CH2:19][CH2:18]1)[C:2]1[CH:3]=[CH:4][CH:5]=[CH:6][CH:7]=1. The catalyst class is: 3. (2) Reactant: [F:1][C:2]1[C:3]([C:23]([N:25]2[CH2:30][CH2:29][O:28][CH2:27][CH2:26]2)=[O:24])=[CH:4][C:5]2[O:9]C(C3C=CC=CC=3)(C3C=CC=CC=3)[O:7][C:6]=2[CH:22]=1.C([SiH](CC)CC)C. Product: [F:1][C:2]1[CH:22]=[C:6]([OH:7])[C:5]([OH:9])=[CH:4][C:3]=1[C:23]([N:25]1[CH2:30][CH2:29][O:28][CH2:27][CH2:26]1)=[O:24]. The catalyst class is: 55. (3) Reactant: [N:1]([CH2:4][C:5](=[O:24])[CH2:6][C:7]1[CH:12]=[CH:11][C:10]([CH2:13][CH2:14][C:15]2[N:16]=[C:17]([NH:20][C:21](=[O:23])[CH3:22])[S:18][CH:19]=2)=[CH:9][CH:8]=1)=[N+]=[N-].[ClH:25].[H][H]. Product: [ClH:25].[NH2:1][CH2:4][C:5](=[O:24])[CH2:6][C:7]1[CH:12]=[CH:11][C:10]([CH2:13][CH2:14][C:15]2[N:16]=[C:17]([NH:20][C:21](=[O:23])[CH3:22])[S:18][CH:19]=2)=[CH:9][CH:8]=1. The catalyst class is: 541. (4) Reactant: [NH2:1][CH:2]1[CH2:5][N:4]([C:6]2[CH:11]=[CH:10][N:9]=[C:8](NCCCC)[N:7]=2)[CH2:3]1.C(OC(=O)NC1CN(C2C=CN=C([NH:34][CH2:35][CH2:36][CH2:37][CH3:38])N=2)C1)(C)(C)C.Cl.CO. The catalyst class is: 106. Product: [NH2:1][CH:2]1[CH2:3][N:4]([C:6]2[CH:11]=[CH:10][N:9]=[C:8]([CH2:38][CH2:37][CH2:36][CH2:35][NH2:34])[N:7]=2)[CH2:5]1.